This data is from PAMPA (Parallel Artificial Membrane Permeability Assay) permeability data from NCATS. The task is: Regression/Classification. Given a drug SMILES string, predict its absorption, distribution, metabolism, or excretion properties. Task type varies by dataset: regression for continuous measurements (e.g., permeability, clearance, half-life) or binary classification for categorical outcomes (e.g., BBB penetration, CYP inhibition). Dataset: pampa_ncats. (1) The drug is CNC1=C(N=C(O1)C2=CC=CC(=C2)C3=CC=CC=C3)C#N. The result is 1 (high permeability). (2) The drug is C1C(C2=C(NC1=O)N=C(S2)N)C3=CC=C(C=C3)Br. The result is 1 (high permeability). (3) The molecule is CC(C)C(=O)NC1=CC=CC(=C1)NC(=O)C2=CC3=CC=CC=C3O2. The result is 1 (high permeability). (4) The drug is CC1=CC=C(C=C1)/C=C/C2=NC3=CC=CC=C3N2S(=O)(=O)C4=CC(=CC=C4)Cl. The result is 1 (high permeability). (5) The molecule is C1CN(CC1CNC2=NC(=NC=C2F)C3=CC=CC=C3C(F)F)C4=NC=CN=C4. The result is 1 (high permeability). (6) The drug is COC1=CC=CC(=C1OC)C(=O)NCCSC2=C(NC3=CC=CC=C32)C4=CC=C(C=C4)F. The result is 1 (high permeability). (7) The drug is CCOC(=O)C1=C(C(=C(N1)C)CCC(=O)N2CCN(CC2)C3=C(C=CC(=C3)C)C)C. The result is 1 (high permeability). (8) The molecule is C[S+](=O)(C1=CC=C(C=C1)C2=C3C=NC=CN3C(=N2)C(=O)NCC#C)[O-]. The result is 0 (low-to-moderate permeability). (9) The drug is C1CN(CCC2=CC=CC=C21)C3=NC(=NC(=C3)NCCC(=O)O)C4=CN=CC=C4. The result is 1 (high permeability).